This data is from TCR-epitope binding with 47,182 pairs between 192 epitopes and 23,139 TCRs. The task is: Binary Classification. Given a T-cell receptor sequence (or CDR3 region) and an epitope sequence, predict whether binding occurs between them. (1) The epitope is GTSGSPIIDK. The TCR CDR3 sequence is CASSFGQGASHEQYF. Result: 0 (the TCR does not bind to the epitope). (2) The TCR CDR3 sequence is CATIQGAGEAFF. Result: 0 (the TCR does not bind to the epitope). The epitope is RIFTIGTVTLK. (3) The epitope is TEILPVSMTK. The TCR CDR3 sequence is CASSEGAVSTRQFF. Result: 0 (the TCR does not bind to the epitope). (4) The epitope is LLDFVRFMGV. The TCR CDR3 sequence is CASSYQGTGELFF. Result: 0 (the TCR does not bind to the epitope). (5) The epitope is VVYRGTTTY. The TCR CDR3 sequence is CASTHRTGLNTEAFF. Result: 0 (the TCR does not bind to the epitope). (6) The epitope is KRWIILGLNK. The TCR CDR3 sequence is CATSRDGAGSNEKLFF. Result: 1 (the TCR binds to the epitope).